Dataset: Catalyst prediction with 721,799 reactions and 888 catalyst types from USPTO. Task: Predict which catalyst facilitates the given reaction. (1) Reactant: [CH3:1][S:2][C:3]1[N:8]=[C:7]([C:9]([NH2:11])=[O:10])[C:6]([C:12]#[C:13][CH3:14])=[CH:5][N:4]=1.CC1C=CC(S(O)(=O)=O)=CC=1. Product: [CH3:14][C:13]1[NH:11][C:9](=[O:10])[C:7]2[N:8]=[C:3]([S:2][CH3:1])[N:4]=[CH:5][C:6]=2[CH:12]=1. The catalyst class is: 11. (2) Product: [CH:1]([C:3]1[C:11]2[C:6](=[CH:7][C:8]([C:12]([O:14][CH2:15][CH3:16])=[O:13])=[CH:9][CH:10]=2)[N:5]([CH2:23][C:24]2[O:25][CH:26]=[CH:27][N:28]=2)[C:4]=1[CH:17]([CH3:18])[CH3:19])=[O:2]. Reactant: [CH:1]([C:3]1[C:11]2[C:6](=[CH:7][C:8]([C:12]([O:14][CH2:15][CH3:16])=[O:13])=[CH:9][CH:10]=2)[NH:5][C:4]=1[CH:17]([CH3:19])[CH3:18])=[O:2].[H-].[Na+].Cl[CH2:23][C:24]1[O:25][CH:26]=[CH:27][N:28]=1. The catalyst class is: 31. (3) Reactant: Br[C:2]1[CH:7]=[C:6]([Cl:8])[CH:5]=[CH:4][C:3]=1[NH:9][C:10](=[O:12])[CH3:11].[CH2:13]([Sn](CCCC)(CCCC)C=C)[CH2:14]CC. Product: [Cl:8][C:6]1[CH:5]=[CH:4][C:3]([NH:9][C:10](=[O:12])[CH3:11])=[C:2]([CH:13]=[CH2:14])[CH:7]=1. The catalyst class is: 747.